Predict the reaction yield, written as a fraction of the theoretical maximum amount of product (1.0 means a 100% yield; for example, 0.34 means a 34% yield). From a dataset of Reaction yield outcomes from USPTO patents with 853,638 reactions. (1) The reactants are C(OC([NH:8][C:9]1([C:24](O)=O)[CH2:14][CH2:13][N:12]([C:15]2[C:16]3[CH:23]=[CH:22][NH:21][C:17]=3[N:18]=[CH:19][N:20]=2)[CH2:11][CH2:10]1)=O)(C)(C)C.F[P-](F)(F)(F)(F)F.N1(OC(N(C)C)=[N+](C)C)C2N=CC=CC=2N=N1.[CH:51]([C:54]1[CH:55]=[C:56]([NH2:61])[C:57]([NH2:60])=[CH:58][CH:59]=1)([CH3:53])[CH3:52].C(N(C(C)C)C(C)C)C.Cl. The catalyst is CN(C=O)C. The product is [CH:51]([C:54]1[CH:59]=[CH:58][C:57]2[NH:60][C:24]([C:9]3([NH2:8])[CH2:10][CH2:11][N:12]([C:15]4[C:16]5[CH:23]=[CH:22][NH:21][C:17]=5[N:18]=[CH:19][N:20]=4)[CH2:13][CH2:14]3)=[N:61][C:56]=2[CH:55]=1)([CH3:53])[CH3:52]. The yield is 0.0318. (2) The reactants are [NH2:1][C:2]1[C:7]([NH2:8])=[CH:6][C:5]([C:9]2[CH:14]=[CH:13][CH:12]=[CH:11][C:10]=2[C:15]([F:18])([F:17])[F:16])=[CH:4][C:3]=1[CH2:19][CH2:20][CH2:21][OH:22].N1C=CN=C1.[CH3:28][C:29]([Si:32](Cl)([CH3:34])[CH3:33])([CH3:31])[CH3:30]. The catalyst is C(Cl)Cl. The product is [C:29]([Si:32]([CH3:34])([CH3:33])[O:22][CH2:21][CH2:20][CH2:19][C:3]1[C:2]([NH2:1])=[C:7]([NH2:8])[CH:6]=[C:5]([C:9]2[CH:14]=[CH:13][CH:12]=[CH:11][C:10]=2[C:15]([F:16])([F:17])[F:18])[CH:4]=1)([CH3:31])([CH3:30])[CH3:28]. The yield is 0.680. (3) The reactants are C(OC(=O)N(C1S[C@:18]2([C:33]3[O:37][CH:36]=[N:35][C:34]=3[CH3:38])[C@H:20]([C@](C3C=C(N)C=CC=3F)(CF)N=1)C2)COCC[Si](C)(C)C)(C)(C)C.[NH2:40][C:41]1[CH:42]=[CH:43][C:44]([F:63])=[C:45]([C@:47]2([CH2:61][F:62])[C@H:53]3[C@:51]([C:54]4[O:58][CH:57]=[N:56][C:55]=4[CH3:59])([CH2:52]3)[S:50][C:49]([NH2:60])=[N:48]2)[CH:46]=1.C([N:66]([CH:70](C)C)C(C)C)C.CN([C:76]([O:80]N1N=NC2C=CC=NC1=2)=[N+](C)C)C.F[P-](F)(F)(F)(F)F.CC1C=CC(S(O)(=O)=O)=CC=1. The catalyst is CN(C=O)C.O. The product is [NH2:60][C:49]1[S:50][C@:51]2([C:54]3[O:58][CH:57]=[N:56][C:55]=3[CH3:59])[C@H:53]([C@:47]([C:45]3[CH:46]=[C:41]([NH:40][C:76]([C:38]4[CH:34]=[N:35][C:36]([O:37][CH2:33][C:18]#[CH:20])=[CH:70][N:66]=4)=[O:80])[CH:42]=[CH:43][C:44]=3[F:63])([CH2:61][F:62])[N:48]=1)[CH2:52]2. The yield is 0.480. (4) The reactants are [C:1]1([CH3:7])[CH:6]=[CH:5][CH:4]=[CH:3][CH:2]=1.[CH2:8]([OH:13])[CH2:9][CH2:10][CH2:11][OH:12].[OH-].[Na+].C(Cl)C1C=CC=CC=1. The catalyst is O. The product is [CH2:7]([O:12][CH2:11][CH2:10][CH2:9][CH2:8][OH:13])[C:1]1[CH:6]=[CH:5][CH:4]=[CH:3][CH:2]=1. The yield is 0.538. (5) The reactants are [CH3:1][CH:2]1[CH2:7][NH:6][CH2:5][CH2:4][NH:3]1.[F:8][C:9]1[CH:16]=[CH:15][C:12]([CH2:13]Br)=[CH:11][CH:10]=1. The catalyst is C(Cl)Cl. The product is [F:8][C:9]1[CH:16]=[CH:15][C:12]([CH2:13][N:6]2[CH2:5][CH2:4][NH:3][CH:2]([CH3:1])[CH2:7]2)=[CH:11][CH:10]=1. The yield is 0.120.